This data is from CYP2C9 inhibition data for predicting drug metabolism from PubChem BioAssay. The task is: Regression/Classification. Given a drug SMILES string, predict its absorption, distribution, metabolism, or excretion properties. Task type varies by dataset: regression for continuous measurements (e.g., permeability, clearance, half-life) or binary classification for categorical outcomes (e.g., BBB penetration, CYP inhibition). Dataset: cyp2c9_veith. (1) The drug is C[C@@]1(C(=O)O)CCC[C@@H]1C(=O)O.C[C@@]1(C(=O)O)CCC[C@@H]1C(=O)O. The result is 0 (non-inhibitor). (2) The result is 1 (inhibitor). The molecule is C[C@@H](C(=O)NCc1cccc2ccccc12)[C@H]1C[C@]1(C)[C@H](NC(=O)OCc1ccccc1)c1ccccc1.